This data is from Catalyst prediction with 721,799 reactions and 888 catalyst types from USPTO. The task is: Predict which catalyst facilitates the given reaction. (1) Reactant: [Cl:1][C:2]1[CH:10]=[C:9]2[C:5]([C:6]([C:12]3[N:13]=[C:14]4[C:20]([C:21](O)=[O:22])=[CH:19][N:18]([CH2:24][O:25][CH2:26][CH2:27][Si:28]([CH3:31])([CH3:30])[CH3:29])[C:15]4=[N:16][CH:17]=3)=[N:7][N:8]2[CH3:11])=[CH:4][CH:3]=1.F[B-](F)(F)F.[N:37]1(OC(N(C)C)=[N+](C)C)[C:41]2[CH:42]=CC=C[C:40]=2N=N1.C(N(CC)C(C)C)(C)C.C(N)(C)C. Product: [CH:41]([NH:37][C:21]([C:20]1[C:14]2[C:15](=[N:16][CH:17]=[C:12]([C:6]3[C:5]4[C:9](=[CH:10][C:2]([Cl:1])=[CH:3][CH:4]=4)[N:8]([CH3:11])[N:7]=3)[N:13]=2)[N:18]([CH2:24][O:25][CH2:26][CH2:27][Si:28]([CH3:31])([CH3:30])[CH3:29])[CH:19]=1)=[O:22])([CH3:42])[CH3:40]. The catalyst class is: 647. (2) Reactant: [OH-:1].[Na+].O.[C:4]([NH:8][S:9]([C:12]1[CH:17]=[CH:16][CH:15]=[C:14]([C:18]2[N:26]3[C:21]([CH:22]=[N:23][C:24](S(C)(=O)=O)=[N:25]3)=[CH:20][CH:19]=2)[CH:13]=1)(=[O:11])=[O:10])([CH3:7])([CH3:6])[CH3:5]. Product: [C:4]([NH:8][S:9]([C:12]1[CH:17]=[CH:16][CH:15]=[C:14]([C:18]2[N:26]3[C:21]([CH:22]=[N:23][C:24]([OH:1])=[N:25]3)=[CH:20][CH:19]=2)[CH:13]=1)(=[O:11])=[O:10])([CH3:7])([CH3:6])[CH3:5]. The catalyst class is: 15. (3) The catalyst class is: 17. Reactant: [F:1][C:2]1[CH:7]=[CH:6][C:5]([N:8]2[C:12]([C:13]([OH:15])=O)=[CH:11][N:10]=[C:9]2[SH:16])=[CH:4][CH:3]=1.[CH3:17][NH:18][O:19][CH3:20].C(N=C=NCCCN(C)C)C.O. Product: [F:1][C:2]1[CH:3]=[CH:4][C:5]([N:8]2[C:12]([C:13]([N:18]([O:19][CH3:20])[CH3:17])=[O:15])=[CH:11][N:10]=[C:9]2[SH:16])=[CH:6][CH:7]=1. (4) Reactant: [Br:1][C:2]1[C:7]([F:8])=[CH:6][C:5]([N:9]2[CH:14]=[C:13]([O:15][CH3:16])[C:12](=[O:17])[C:11]([C:18]([O:20]C)=[O:19])=[N:10]2)=[C:4]([F:22])[CH:3]=1.[OH-].[Na+].Cl. Product: [Br:1][C:2]1[C:7]([F:8])=[CH:6][C:5]([N:9]2[CH:14]=[C:13]([O:15][CH3:16])[C:12](=[O:17])[C:11]([C:18]([OH:20])=[O:19])=[N:10]2)=[C:4]([F:22])[CH:3]=1. The catalyst class is: 14. (5) Reactant: [CH2:1]([N:3]1[C:7]2=[N:8][C:9]([CH2:48][CH3:49])=[C:10]([CH2:19][NH:20][C:21]([C:23]3[CH:28]=[CH:27][CH:26]=[C:25]([C:29]([NH:31][CH2:32][C:33]4[CH:34]=[C:35]([C:40]5[CH:45]=[CH:44][CH:43]=[C:42]([CH:46]=O)[CH:41]=5)[C:36]([CH3:39])=[CH:37][CH:38]=4)=[O:30])[CH:24]=3)=[O:22])[C:11]([NH:12][CH:13]3[CH2:18][CH2:17][O:16][CH2:15][CH2:14]3)=[C:6]2[CH:5]=[N:4]1)[CH3:2].[NH:50]1[CH2:55][CH2:54][NH:53][CH2:52][CH2:51]1.C(O[BH-](OC(=O)C)OC(=O)C)(=O)C.[Na+].C(O)(C(F)(F)F)=O. Product: [CH2:1]([N:3]1[C:7]2=[N:8][C:9]([CH2:48][CH3:49])=[C:10]([CH2:19][NH:20][C:21]([C:23]3[CH:28]=[CH:27][CH:26]=[C:25]([C:29]([NH:31][CH2:32][C:33]4[CH:34]=[C:35]([C:40]5[CH:45]=[CH:44][CH:43]=[C:42]([CH2:46][N:50]6[CH2:55][CH2:54][NH:53][CH2:52][CH2:51]6)[CH:41]=5)[C:36]([CH3:39])=[CH:37][CH:38]=4)=[O:30])[CH:24]=3)=[O:22])[C:11]([NH:12][CH:13]3[CH2:14][CH2:15][O:16][CH2:17][CH2:18]3)=[C:6]2[CH:5]=[N:4]1)[CH3:2]. The catalyst class is: 91. (6) Reactant: [N:1]#[C:2][SH:3].ClC1C=CC([CH:11]2[N:15]([C:16]3[CH:21]=[CH:20][C:19]([Cl:22])=[CH:18][C:17]=3[Cl:23])[N:14]=[C:13]([C:24]([NH:26][N:27]3[CH2:32][CH2:31][CH2:30][CH2:29][CH2:28]3)=[O:25])[CH2:12]2)=CC=1. Product: [S-:3][C:2]#[N:1].[N:27]1([NH:26][C:24]([C:13]2[CH:12]([C:16]3[CH:21]=[CH:20][C:19]([Cl:22])=[CH:18][CH:17]=3)[CH2:11][N:15]([C:16]3[CH:21]=[CH:20][C:19]([Cl:22])=[CH:18][C:17]=3[Cl:23])[N:14]=2)=[O:25])[CH2:28][CH2:29][CH2:30][CH2:31][CH2:32]1. The catalyst class is: 13. (7) Reactant: [CH3:1][NH:2][C:3]([C:5]1[S:9][C:8]([N:10]2[CH2:15][CH2:14][NH:13][CH2:12][CH2:11]2)=[N:7][C:6]=1[C:16]1[CH:21]=[CH:20][C:19]([O:22][C:23]2[CH:28]=[CH:27][CH:26]=[CH:25][CH:24]=2)=[CH:18][CH:17]=1)=[O:4].[C:29](Cl)(=[O:32])[CH:30]=[CH2:31]. Product: [C:29]([N:13]1[CH2:14][CH2:15][N:10]([C:8]2[S:9][C:5]([C:3]([NH:2][CH3:1])=[O:4])=[C:6]([C:16]3[CH:21]=[CH:20][C:19]([O:22][C:23]4[CH:28]=[CH:27][CH:26]=[CH:25][CH:24]=4)=[CH:18][CH:17]=3)[N:7]=2)[CH2:11][CH2:12]1)(=[O:32])[CH:30]=[CH2:31]. The catalyst class is: 2.